Dataset: Forward reaction prediction with 1.9M reactions from USPTO patents (1976-2016). Task: Predict the product of the given reaction. (1) Given the reactants [F:1][C:2]1[CH:3]=[CH:4][C:5]2[S:14][C:8]3[C:9](=[O:13])[NH:10][CH2:11][CH2:12][C:7]=3[C:6]=2[CH:15]=1.I[C:17]1[CH:18]=[N:19][CH:20]=[CH:21][C:22]=1[CH3:23].[O-]P([O-])([O-])=O.[K+].[K+].[K+].CN[C@@H]1CCCC[C@H]1NC, predict the reaction product. The product is: [F:1][C:2]1[CH:3]=[CH:4][C:5]2[S:14][C:8]3[C:9](=[O:13])[N:10]([C:17]4[CH:18]=[N:19][CH:20]=[CH:21][C:22]=4[CH3:23])[CH2:11][CH2:12][C:7]=3[C:6]=2[CH:15]=1. (2) Given the reactants [N+:1]([C:4]1[CH:5]=[C:6]([C:10]2[CH2:14][CH:13]([CH2:15][CH2:16][CH:17]=O)[O:12][N:11]=2)[CH:7]=[CH:8][CH:9]=1)([O-:3])=[O:2].[F:19][C:20]1[CH:25]=[CH:24][C:23]([CH:26]([C:33]2[CH:38]=[CH:37][C:36]([F:39])=[CH:35][CH:34]=2)[N:27]2[CH2:32][CH2:31][NH:30][CH2:29][CH2:28]2)=[CH:22][CH:21]=1.[BH-](OC(C)=O)(OC(C)=O)OC(C)=O.[Na+], predict the reaction product. The product is: [F:39][C:36]1[CH:35]=[CH:34][C:33]([CH:26]([C:23]2[CH:24]=[CH:25][C:20]([F:19])=[CH:21][CH:22]=2)[N:27]2[CH2:28][CH2:29][N:30]([CH2:17][CH2:16][CH2:15][CH:13]3[O:12][N:11]=[C:10]([C:6]4[CH:7]=[CH:8][CH:9]=[C:4]([N+:1]([O-:3])=[O:2])[CH:5]=4)[CH2:14]3)[CH2:31][CH2:32]2)=[CH:38][CH:37]=1.